Task: Binary Classification. Given a drug SMILES string, predict its activity (active/inactive) in a high-throughput screening assay against a specified biological target.. Dataset: HIV replication inhibition screening data with 41,000+ compounds from the AIDS Antiviral Screen (1) The compound is Clc1cc2nnn(C3CCCCO3)c2cc1Cl. The result is 0 (inactive). (2) The drug is CCc1cccc(C(C)C)c1NC(=O)C(=O)CC(=O)c1sc(Nc2c(CC)cccc2C(C)(C)C)nc1C. The result is 0 (inactive). (3) The drug is COC1=C(C)C(=O)c2nc(C)ccc2C1=O. The result is 0 (inactive). (4) The drug is O=C1CCCC1=C1SSC(=C2CCCC2=O)S1. The result is 0 (inactive). (5) The molecule is COc1ccc2c(O)c(C)c(=O)n(C)c2c1. The result is 0 (inactive).